From a dataset of Reaction yield outcomes from USPTO patents with 853,638 reactions. Predict the reaction yield, written as a fraction of the theoretical maximum amount of product (1.0 means a 100% yield; for example, 0.34 means a 34% yield). The yield is 0.580. The reactants are [CH3:1][NH:2][CH2:3][CH2:4][C:5]#[C:6][C:7]1[CH:12]=[CH:11][CH:10]=[CH:9][N:8]=1.[F:13][C:14]1[CH:22]=[CH:21][C:17]([C:18](Cl)=[O:19])=[CH:16][CH:15]=1. The product is [F:13][C:14]1[CH:22]=[CH:21][C:17]([C:18]([N:2]([CH3:1])[CH2:3][CH2:4][C:5]#[C:6][C:7]2[CH:12]=[CH:11][CH:10]=[CH:9][N:8]=2)=[O:19])=[CH:16][CH:15]=1. No catalyst specified.